From a dataset of Peptide-MHC class II binding affinity with 134,281 pairs from IEDB. Regression. Given a peptide amino acid sequence and an MHC pseudo amino acid sequence, predict their binding affinity value. This is MHC class II binding data. The peptide sequence is EKKYFAAGQFEPLAA. The MHC is HLA-DQA10101-DQB10501 with pseudo-sequence HLA-DQA10101-DQB10501. The binding affinity (normalized) is 0.407.